Dataset: Catalyst prediction with 721,799 reactions and 888 catalyst types from USPTO. Task: Predict which catalyst facilitates the given reaction. (1) Reactant: [F:1][C:2]1[CH:3]=[C:4]2[C:9](=[CH:10][C:11]=1[N:12]1[CH2:17][CH2:16][O:15][CH2:14][CH2:13]1)[N:8]([CH:18]([C:20]1[CH:25]=[CH:24][C:23]([C:26]([F:29])([F:28])[F:27])=[CH:22][CH:21]=1)[CH3:19])[CH:7]=[C:6]([C:30]#[N:31])[C:5]2=[O:32].[NH2:33][OH:34]. Product: [F:1][C:2]1[CH:3]=[C:4]2[C:9](=[CH:10][C:11]=1[N:12]1[CH2:17][CH2:16][O:15][CH2:14][CH2:13]1)[N:8]([CH:18]([C:20]1[CH:21]=[CH:22][C:23]([C:26]([F:28])([F:29])[F:27])=[CH:24][CH:25]=1)[CH3:19])[CH:7]=[C:6]([C:30](=[NH:31])[NH:33][OH:34])[C:5]2=[O:32]. The catalyst class is: 24. (2) Reactant: [Cl:1][C:2]1[CH:3]=[C:4]([NH:10][C:11]2[CH:16]=[CH:15][C:14]([CH2:17][OH:18])=[CH:13][N:12]=2)[C:5](=[O:9])[N:6]([CH3:8])[N:7]=1.[CH3:19][S:20](Cl)(=[O:22])=[O:21].C(N(C(C)C)CC)(C)C. Product: [CH3:19][S:20]([O:18][CH2:17][C:14]1[CH:13]=[N:12][C:11]([NH:10][C:4]2[C:5](=[O:9])[N:6]([CH3:8])[N:7]=[C:2]([Cl:1])[CH:3]=2)=[CH:16][CH:15]=1)(=[O:22])=[O:21]. The catalyst class is: 2. (3) Reactant: [NH:1]1[C:9]2[C:4](=[CH:5][CH:6]=[CH:7][CH:8]=2)[CH:3]=[C:2]1[C:10]([OH:12])=O.C[N:14](C(ON1N=NC2C=CC=NC1=2)=[N+](C)C)C.F[P-](F)(F)(F)(F)F.CCN(CC)CC. Product: [NH:1]1[C:9]2[C:4](=[CH:5][CH:6]=[CH:7][CH:8]=2)[CH:3]=[C:2]1[C:10]([NH2:14])=[O:12]. The catalyst class is: 3. (4) Reactant: [Br:1][CH2:2][CH2:3][CH2:4][CH2:5][CH2:6][CH2:7][CH2:8][CH2:9][CH2:10][CH2:11][CH2:12][CH2:13]O.C1(P(C2C=CC=CC=2)C2C=CC=CC=2)C=CC=CC=1.[C:34]1(=[O:44])[NH:38][C:37](=[O:39])[C:36]2=[CH:40][CH:41]=[CH:42][CH:43]=[C:35]12.N(C(OC(C)C)=O)=NC(OC(C)C)=O. Product: [Br:1][CH2:2][CH2:3][CH2:4][CH2:5][CH2:6][CH2:7][CH2:8][CH2:9][CH2:10][CH2:11][CH2:12][CH2:13][N:38]1[C:37](=[O:39])[C:36]2=[CH:40][CH:41]=[CH:42][CH:43]=[C:35]2[C:34]1=[O:44]. The catalyst class is: 7. (5) Reactant: CS(C)=O.C(Cl)(=O)C(Cl)=O.[C:11]([C:15]1[N:20]=[C:19]([CH2:21][OH:22])[CH:18]=[CH:17][CH:16]=1)([CH3:14])([CH3:13])[CH3:12].C(N(CC)CC)C. Product: [C:11]([C:15]1[N:20]=[C:19]([CH:21]=[O:22])[CH:18]=[CH:17][CH:16]=1)([CH3:14])([CH3:12])[CH3:13]. The catalyst class is: 4. (6) Reactant: F[C:2]1[CH:7]=[CH:6][CH:5]=[CH:4][C:3]=1[S:8]([N:11]1[CH2:16][CH2:15][O:14][CH2:13][CH2:12]1)(=[O:10])=[O:9].C(=O)([O-])[O-].[K+].[K+].[CH2:23]([SH:30])[C:24]1[CH:29]=[CH:28][CH:27]=[CH:26][CH:25]=1. Product: [CH2:23]([S:30][C:2]1[CH:7]=[CH:6][CH:5]=[CH:4][C:3]=1[S:8]([N:11]1[CH2:16][CH2:15][O:14][CH2:13][CH2:12]1)(=[O:10])=[O:9])[C:24]1[CH:29]=[CH:28][CH:27]=[CH:26][CH:25]=1. The catalyst class is: 9. (7) Reactant: [Cl:1][C:2]1[C:3]([NH:15][CH3:16])=[CH:4][C:5]([O:13][CH3:14])=[C:6]([CH:12]=1)[C:7]([O:9]CC)=[O:8].[OH-].[Na+]. Product: [Cl:1][C:2]1[C:3]([NH:15][CH3:16])=[CH:4][C:5]([O:13][CH3:14])=[C:6]([CH:12]=1)[C:7]([OH:9])=[O:8]. The catalyst class is: 5.